Dataset: CYP3A4 substrate classification data from Carbon-Mangels et al.. Task: Regression/Classification. Given a drug SMILES string, predict its absorption, distribution, metabolism, or excretion properties. Task type varies by dataset: regression for continuous measurements (e.g., permeability, clearance, half-life) or binary classification for categorical outcomes (e.g., BBB penetration, CYP inhibition). Dataset: cyp3a4_substrate_carbonmangels. (1) The compound is FCOC(C(F)(F)F)C(F)(F)F. The result is 1 (substrate). (2) The molecule is CCOc1ccccc1O[C@H](c1ccccc1)[C@H]1CNCCO1. The result is 1 (substrate). (3) The drug is FC(F)OC(F)(F)[C@@H](F)Cl. The result is 0 (non-substrate). (4) The compound is O[C@@H](c1cc(C(F)(F)F)nc2c(C(F)(F)F)cccc12)[C@H]1CCCCN1. The result is 1 (substrate).